This data is from Peptide-MHC class I binding affinity with 185,985 pairs from IEDB/IMGT. The task is: Regression. Given a peptide amino acid sequence and an MHC pseudo amino acid sequence, predict their binding affinity value. This is MHC class I binding data. (1) The peptide sequence is AEKPKFLPDLY. The MHC is HLA-B44:03 with pseudo-sequence HLA-B44:03. The binding affinity (normalized) is 0.328. (2) The peptide sequence is RILHNFAYSL. The MHC is HLA-B15:03 with pseudo-sequence HLA-B15:03. The binding affinity (normalized) is 0.320. (3) The MHC is HLA-A02:03 with pseudo-sequence HLA-A02:03. The peptide sequence is RVQFIPGQR. The binding affinity (normalized) is 0.518. (4) The peptide sequence is LALWDSNFFT. The MHC is HLA-A02:03 with pseudo-sequence HLA-A02:03. The binding affinity (normalized) is 0.0853.